Dataset: Forward reaction prediction with 1.9M reactions from USPTO patents (1976-2016). Task: Predict the product of the given reaction. (1) Given the reactants [C:1]([O:5][C:6](=[O:26])[C:7]([S:10][C:11]1[S:12][CH:13]=[C:14]([CH2:16][CH2:17][O:18][C:19]2[N:24]=[CH:23][C:22](Br)=[CH:21][N:20]=2)[N:15]=1)([CH3:9])[CH3:8])([CH3:4])([CH3:3])[CH3:2].[F:27][C:28]([F:41])([F:40])[O:29][C:30]1[CH:35]=[CH:34][C:33](OB(O)O)=[CH:32][CH:31]=1.C(=O)([O-])[O-].[Na+].[Na+].O, predict the reaction product. The product is: [C:1]([O:5][C:6](=[O:26])[C:7]([CH3:9])([S:10][C:11]1[S:12][CH:13]=[C:14]([CH2:16][CH2:17][O:18][C:19]2[N:24]=[CH:23][C:22]([C:33]3[CH:32]=[CH:31][C:30]([O:29][C:28]([F:27])([F:40])[F:41])=[CH:35][CH:34]=3)=[CH:21][N:20]=2)[N:15]=1)[CH3:8])([CH3:4])([CH3:3])[CH3:2]. (2) Given the reactants [NH2:1][C:2]1[C:3]2[C:11](=[O:12])[CH:10]=[CH:9][N:8]([CH:13]([C:15]3[CH:22]=[C:21]([Cl:23])[C:18]([C:19]#[N:20])=[C:17](Br)[C:16]=3[O:25][CH2:26][CH3:27])[CH3:14])[C:4]=2[N:5]=[CH:6][N:7]=1.[CH3:28][N:29]([CH3:41])[C:30]([C:32]1[N:37]=[CH:36][C:35](B(O)O)=[CH:34][CH:33]=1)=[O:31].C(#N)C.C(=O)([O-])[O-].[Na+].[Na+].O.ClCCl, predict the reaction product. The product is: [NH2:1][C:2]1[C:3]2[C:11](=[O:12])[CH:10]=[CH:9][N:8]([CH:13]([C:15]3[C:16]([O:25][CH2:26][CH3:27])=[C:17]([C:35]4[CH:34]=[CH:33][C:32]([C:30]([N:29]([CH3:41])[CH3:28])=[O:31])=[N:37][CH:36]=4)[C:18]([C:19]#[N:20])=[C:21]([Cl:23])[CH:22]=3)[CH3:14])[C:4]=2[N:5]=[CH:6][N:7]=1. (3) Given the reactants [Cl-].[CH2:2]([NH2+:9][CH2:10][CH2:11]Cl)[C:3]1[CH:8]=[CH:7][CH:6]=[CH:5][CH:4]=1.[Cl:13][C:14]1[C:19]([Cl:20])=[CH:18][CH:17]=[CH:16][C:15]=1[N:21]=[C:22]=[S:23], predict the reaction product. The product is: [Cl:13][C:14]1[C:19]([Cl:20])=[CH:18][CH:17]=[CH:16][C:15]=1[N:21]=[C:22]1[N:9]([CH2:2][C:3]2[CH:4]=[CH:5][CH:6]=[CH:7][CH:8]=2)[CH2:10][CH2:11][S:23]1. (4) Given the reactants Br[C:2]1[CH:11]=[C:10]2[C:5]([C:6](=[N:22][OH:23])[CH:7]=[C:8]([C:12]3[N:13]=[CH:14][C:15]4[C:20]([CH:21]=3)=[CH:19][CH:18]=[CH:17][CH:16]=4)[O:9]2)=[CH:4][CH:3]=1.C(N(CC)CC)C.[C:31]1([C:37]#[CH:38])[CH:36]=[CH:35][CH:34]=[CH:33][CH:32]=1.Cl, predict the reaction product. The product is: [CH:14]1[C:15]2[C:20](=[CH:19][CH:18]=[CH:17][CH:16]=2)[CH:21]=[C:12]([C:8]2[O:9][C:10]3[C:5]([C:6](=[N:22][OH:23])[CH:7]=2)=[CH:4][CH:3]=[C:2]([C:38]#[C:37][C:31]2[CH:36]=[CH:35][CH:34]=[CH:33][CH:32]=2)[CH:11]=3)[N:13]=1. (5) Given the reactants [F:1][C:2]([F:25])([F:24])[C:3]1[CH:4]=[C:5]([NH:13][C:14](=[O:23])[C:15]2[CH:20]=[C:19](I)[CH:18]=[CH:17][C:16]=2[OH:22])[CH:6]=[C:7]([C:9]([F:12])([F:11])[F:10])[CH:8]=1.[C:26]1([C:32]#[CH:33])[CH:31]=[CH:30][CH:29]=[CH:28][CH:27]=1, predict the reaction product. The product is: [F:1][C:2]([F:25])([F:24])[C:3]1[CH:4]=[C:5]([NH:13][C:14](=[O:23])[C:15]2[CH:20]=[C:19]([C:33]#[C:32][C:26]3[CH:31]=[CH:30][CH:29]=[CH:28][CH:27]=3)[CH:18]=[CH:17][C:16]=2[OH:22])[CH:6]=[C:7]([C:9]([F:12])([F:11])[F:10])[CH:8]=1. (6) Given the reactants [Br:1][C:2]1[CH:7]=[CH:6][C:5]([CH:8]=[N:9][N:10]2[C:19]3[C:14](=[CH:15][CH:16]=[CH:17][CH:18]=3)[C:13]([OH:20])=[C:12]([C:21]3[NH:26][C:25]4[CH:27]=[CH:28][CH:29]=[CH:30][C:24]=4[S:23](=[O:32])(=[O:31])[N:22]=3)[C:11]2=[O:33])=[CH:4][CH:3]=1.CO.[BH4-].[Li+].Cl, predict the reaction product. The product is: [Br:1][C:2]1[CH:3]=[CH:4][C:5]([CH2:8][NH:9][N:10]2[C:19]3[C:14](=[CH:15][CH:16]=[CH:17][CH:18]=3)[C:13]([OH:20])=[C:12]([C:21]3[NH:26][C:25]4[CH:27]=[CH:28][CH:29]=[CH:30][C:24]=4[S:23](=[O:31])(=[O:32])[N:22]=3)[C:11]2=[O:33])=[CH:6][CH:7]=1. (7) Given the reactants [CH3:1][C:2]1[CH:3]=[C:4]([C:25]2[CH2:26][CH2:27][NH:28][CH2:29][CH:30]=2)[C:5]2[N:6]([N:8]=[C:9]([NH:11][CH:12]3[CH2:17][CH2:16][N:15]([C:18]4[CH:23]=[C:22]([CH3:24])[N:21]=[CH:20][N:19]=4)[CH2:14][CH2:13]3)[N:10]=2)[CH:7]=1.Cl[C:32]([O:34][CH:35]([CH3:37])[CH3:36])=[O:33], predict the reaction product. The product is: [CH3:1][C:2]1[CH:3]=[C:4]([C:25]2[CH2:26][CH2:27][N:28]([C:32]([O:34][CH:35]([CH3:37])[CH3:36])=[O:33])[CH2:29][CH:30]=2)[C:5]2[N:6]([N:8]=[C:9]([NH:11][CH:12]3[CH2:17][CH2:16][N:15]([C:18]4[CH:23]=[C:22]([CH3:24])[N:21]=[CH:20][N:19]=4)[CH2:14][CH2:13]3)[N:10]=2)[CH:7]=1. (8) Given the reactants Cl[C:2]1[C:11]2[C:6](=[CH:7][C:8]([C:13]#[N:14])=[C:9]([F:12])[CH:10]=2)[N:5]=[CH:4][N:3]=1.[Cl:15][C:16]1[CH:17]=[C:18](C2C3C(=CC(C#N)=C(F)C=3)C=CN=2)[CH:19]=[N:20][C:21]=1[O:22][CH2:23][CH:24]([CH3:26])[CH3:25].C([O-])([O-])=O.[Cs+].[Cs+], predict the reaction product. The product is: [Cl:15][C:16]1[CH:17]=[C:18]([C:2]2[C:11]3[C:6](=[CH:7][C:8]([C:13]#[N:14])=[C:9]([F:12])[CH:10]=3)[N:5]=[CH:4][N:3]=2)[CH:19]=[N:20][C:21]=1[O:22][CH2:23][CH:24]([CH3:26])[CH3:25].